This data is from Peptide-MHC class I binding affinity with 185,985 pairs from IEDB/IMGT. The task is: Regression. Given a peptide amino acid sequence and an MHC pseudo amino acid sequence, predict their binding affinity value. This is MHC class I binding data. (1) The peptide sequence is AEQTGVSHNL. The MHC is HLA-B44:02 with pseudo-sequence HLA-B44:02. The binding affinity (normalized) is 0.723. (2) The peptide sequence is ELVRKTRFL. The MHC is HLA-B57:01 with pseudo-sequence HLA-B57:01. The binding affinity (normalized) is 0.0847.